This data is from Forward reaction prediction with 1.9M reactions from USPTO patents (1976-2016). The task is: Predict the product of the given reaction. (1) Given the reactants [Cl:1][C:2]1[CH:16]=[CH:15][C:5]([CH2:6][NH:7][C:8](=[O:14])[CH2:9][C:10]([F:13])([F:12])[F:11])=[CH:4][C:3]=1[CH2:17][OH:18], predict the reaction product. The product is: [Cl:1][C:2]1[CH:16]=[CH:15][C:5]([CH2:6][NH:7][C:8](=[O:14])[CH2:9][C:10]([F:13])([F:12])[F:11])=[CH:4][C:3]=1[CH:17]=[O:18]. (2) Given the reactants [C:1]1([C:7]2[C:11](=O)[C:10]([C:13]3[CH:18]=[CH:17][CH:16]=[CH:15][CH:14]=3)=[C:9]([C:19]3[CH:24]=[CH:23][CH:22]=[CH:21][CH:20]=3)[C:8]=2[C:25]2[CH:30]=[CH:29][CH:28]=[CH:27][CH:26]=2)[CH:6]=[CH:5][CH:4]=[CH:3][CH:2]=1.[CH2:31]([NH2:35])[CH:32]([CH3:34])[CH3:33].CCOCC, predict the reaction product. The product is: [CH2:31]([N:35]=[C:11]1[C:10]([C:13]2[CH:18]=[CH:17][CH:16]=[CH:15][CH:14]=2)=[C:9]([C:19]2[CH:24]=[CH:23][CH:22]=[CH:21][CH:20]=2)[C:8]([C:25]2[CH:26]=[CH:27][CH:28]=[CH:29][CH:30]=2)=[C:7]1[C:1]1[CH:6]=[CH:5][CH:4]=[CH:3][CH:2]=1)[CH:32]([CH3:34])[CH3:33]. (3) Given the reactants [C:1]([O:5][C:6]([N:8]1[CH2:14][C@H:13]([O:15][CH3:16])[CH2:12][C@H:9]1[CH2:10][OH:11])=[O:7])([CH3:4])([CH3:3])[CH3:2].C(OC(N1CCC[C@H]1CO)=O)(C)(C)C, predict the reaction product. The product is: [C:1]([O:5][C:6]([N:8]1[CH2:14][C@H:13]([O:15][CH3:16])[CH2:12][C@H:9]1[CH:10]=[O:11])=[O:7])([CH3:4])([CH3:3])[CH3:2]. (4) Given the reactants [Br:1][C:2]1[C:10]([CH3:11])=[CH:9][CH:8]=[CH:7][C:3]=1[C:4]([OH:6])=O.CN(C(ON1N=NC2C=CC=NC1=2)=[N+](C)C)C.F[P-](F)(F)(F)(F)F.Cl.[CH3:37][C:38]1([CH3:44])[O:43][CH2:42][CH2:41][NH:40][CH2:39]1.[Cl-].[NH4+], predict the reaction product. The product is: [Br:1][C:2]1[C:10]([CH3:11])=[CH:9][CH:8]=[CH:7][C:3]=1[C:4]([N:40]1[CH2:41][CH2:42][O:43][C:38]([CH3:44])([CH3:37])[CH2:39]1)=[O:6]. (5) Given the reactants [C:1]1([S:7]([C:10]2[CH:11]=[CH:12][CH:13]=[C:14]3[C:18]=2[NH:17][C:16]([C:19](O)=[O:20])=[CH:15]3)(=[O:9])=[O:8])[CH:6]=[CH:5][CH:4]=[CH:3][CH:2]=1.C(Cl)(=O)C(Cl)=O.CN(C=O)C.[NH2:33][C:34]1[CH:41]=[CH:40][C:39]([I:42])=[CH:38][C:35]=1[C:36]#[N:37], predict the reaction product. The product is: [C:36]([C:35]1[CH:38]=[C:39]([I:42])[CH:40]=[CH:41][C:34]=1[NH:33][C:19]([C:16]1[NH:17][C:18]2[C:14]([CH:15]=1)=[CH:13][CH:12]=[CH:11][C:10]=2[S:7]([C:1]1[CH:6]=[CH:5][CH:4]=[CH:3][CH:2]=1)(=[O:9])=[O:8])=[O:20])#[N:37].